Dataset: NCI-60 drug combinations with 297,098 pairs across 59 cell lines. Task: Regression. Given two drug SMILES strings and cell line genomic features, predict the synergy score measuring deviation from expected non-interaction effect. (1) Drug 1: CN1CCC(CC1)COC2=C(C=C3C(=C2)N=CN=C3NC4=C(C=C(C=C4)Br)F)OC. Drug 2: CC1=CC=C(C=C1)C2=CC(=NN2C3=CC=C(C=C3)S(=O)(=O)N)C(F)(F)F. Cell line: UACC-257. Synergy scores: CSS=5.67, Synergy_ZIP=-0.587, Synergy_Bliss=3.06, Synergy_Loewe=-1.21, Synergy_HSA=2.09. (2) Drug 1: C1=CC(=CC=C1CCCC(=O)O)N(CCCl)CCCl. Drug 2: CCCCC(=O)OCC(=O)C1(CC(C2=C(C1)C(=C3C(=C2O)C(=O)C4=C(C3=O)C=CC=C4OC)O)OC5CC(C(C(O5)C)O)NC(=O)C(F)(F)F)O. Cell line: BT-549. Synergy scores: CSS=8.75, Synergy_ZIP=-9.26, Synergy_Bliss=-8.36, Synergy_Loewe=-7.77, Synergy_HSA=-7.72. (3) Synergy scores: CSS=0.982, Synergy_ZIP=1.03, Synergy_Bliss=2.47, Synergy_Loewe=0.756, Synergy_HSA=1.03. Drug 2: C1=NNC2=C1C(=O)NC=N2. Drug 1: CNC(=O)C1=NC=CC(=C1)OC2=CC=C(C=C2)NC(=O)NC3=CC(=C(C=C3)Cl)C(F)(F)F. Cell line: ACHN. (4) Drug 1: CC1=C(C=C(C=C1)NC(=O)C2=CC=C(C=C2)CN3CCN(CC3)C)NC4=NC=CC(=N4)C5=CN=CC=C5. Drug 2: CCN(CC)CCNC(=O)C1=C(NC(=C1C)C=C2C3=C(C=CC(=C3)F)NC2=O)C. Cell line: IGROV1. Synergy scores: CSS=-13.6, Synergy_ZIP=3.90, Synergy_Bliss=-2.11, Synergy_Loewe=-13.4, Synergy_HSA=-15.3. (5) Drug 1: CCC1(C2=C(COC1=O)C(=O)N3CC4=CC5=C(C=CC(=C5CN(C)C)O)N=C4C3=C2)O.Cl. Drug 2: N.N.Cl[Pt+2]Cl. Cell line: NCIH23. Synergy scores: CSS=64.8, Synergy_ZIP=-1.34, Synergy_Bliss=1.04, Synergy_Loewe=0.196, Synergy_HSA=3.24. (6) Drug 1: CN(C)N=NC1=C(NC=N1)C(=O)N. Drug 2: C(CC(=O)O)C(=O)CN.Cl. Cell line: HT29. Synergy scores: CSS=8.31, Synergy_ZIP=-1.67, Synergy_Bliss=-0.0444, Synergy_Loewe=-2.22, Synergy_HSA=-0.676. (7) Drug 1: C1=CC(=CC=C1CCCC(=O)O)N(CCCl)CCCl. Drug 2: CN(CCCl)CCCl.Cl. Cell line: DU-145. Synergy scores: CSS=38.4, Synergy_ZIP=-11.7, Synergy_Bliss=-6.35, Synergy_Loewe=-6.42, Synergy_HSA=-6.11. (8) Drug 1: C1=C(C(=O)NC(=O)N1)N(CCCl)CCCl. Drug 2: CC1=CC=C(C=C1)C2=CC(=NN2C3=CC=C(C=C3)S(=O)(=O)N)C(F)(F)F. Cell line: HL-60(TB). Synergy scores: CSS=50.9, Synergy_ZIP=-1.72, Synergy_Bliss=-3.16, Synergy_Loewe=-14.5, Synergy_HSA=-2.74. (9) Drug 1: C1=CC(=C2C(=C1NCCNCCO)C(=O)C3=C(C=CC(=C3C2=O)O)O)NCCNCCO. Drug 2: C1=NC2=C(N=C(N=C2N1C3C(C(C(O3)CO)O)F)Cl)N. Cell line: SN12C. Synergy scores: CSS=58.3, Synergy_ZIP=-3.71, Synergy_Bliss=-4.30, Synergy_Loewe=-1.02, Synergy_HSA=2.30.